The task is: Predict the reactants needed to synthesize the given product.. This data is from Full USPTO retrosynthesis dataset with 1.9M reactions from patents (1976-2016). Given the product [F:12][C:13]1[CH:18]=[C:17]([CH2:19][CH2:20][NH2:21])[CH:16]=[CH:15][C:14]=1[O:24][CH3:25], predict the reactants needed to synthesize it. The reactants are: [H-].[Al+3].[Li+].[H-].[H-].[H-].C(OCC)C.[F:12][C:13]1[CH:18]=[C:17]([CH:19]=[CH:20][N+:21]([O-])=O)[CH:16]=[CH:15][C:14]=1[O:24][CH3:25].